This data is from Full USPTO retrosynthesis dataset with 1.9M reactions from patents (1976-2016). The task is: Predict the reactants needed to synthesize the given product. (1) Given the product [CH2:25]([CH:24]([N:21]1[CH2:22][CH2:23][CH:18]([NH:17][C:2]2[N:3]=[N:4][C:5]([C:8]3[CH:13]=[CH:12][C:11]([O:14][CH3:15])=[C:10]([F:16])[CH:9]=3)=[CH:6][CH:7]=2)[CH2:19][CH2:20]1)[CH2:27][CH3:28])[CH3:26], predict the reactants needed to synthesize it. The reactants are: Cl[C:2]1[N:3]=[N:4][C:5]([C:8]2[CH:13]=[CH:12][C:11]([O:14][CH3:15])=[C:10]([F:16])[CH:9]=2)=[CH:6][CH:7]=1.[NH2:17][CH:18]1[CH2:23][CH2:22][N:21]([CH:24]([CH2:27][CH3:28])[CH2:25][CH3:26])[CH2:20][CH2:19]1. (2) Given the product [C:9]([C:6]1[CH:7]=[CH:8][C:3]([CH2:2][N:15]2[C:16](=[O:23])[C:17]3[C:22](=[CH:21][CH:20]=[CH:19][CH:18]=3)[C:14]2=[O:13])=[C:4]([Cl:12])[CH:5]=1)(=[O:11])[CH3:10], predict the reactants needed to synthesize it. The reactants are: Br[CH2:2][C:3]1[CH:8]=[CH:7][C:6]([C:9](=[O:11])[CH3:10])=[CH:5][C:4]=1[Cl:12].[O:13]=[C:14]1[C:22]2[C:17](=[CH:18][CH:19]=[CH:20][CH:21]=2)[C:16](=[O:23])[N:15]1[K].